Dataset: Forward reaction prediction with 1.9M reactions from USPTO patents (1976-2016). Task: Predict the product of the given reaction. The product is: [CH3:107][O:106][C:99]1[C:17]([OH:20])=[CH:18][CH:19]=[C:101](/[CH:96]=[CH:97]/[C:108]([CH2:10][C:11](/[CH:13]=[CH:14]/[C:44]2[CH:43]=[C:48]([O:49][CH3:50])[C:47]([OH:54])=[CH:46][CH:64]=2)=[O:12])=[O:109])[CH:100]=1. Given the reactants CC1C=CC(C([CH2:10][C:11]([CH:13]=[C:14](C)C)=[O:12])C)=CC=1.[C:17](OCC)(=[O:20])[CH:18]=[CH2:19].C(OC)(=O)C(C)=C.CC(O)CO[CH2:64][C@H:44]1O[C@@H:46](O[C@H:43]2[C@H:48]([O:49][CH2:50]C(O)C)[C@@H:47]([O:54]CC(O)C)[C@H:46](OCC(O)C)O[C@@H:44]2[CH2:64]OCC(O)C)[C@H:47]([O:54]CC(O)C)[C@@H:48]([O:49][CH2:50]C(O)C)[C@@H:43]1OCC(O)C.[CH3:107][O:106][CH2:99][C@H:100]1[O:109][C@@H:108](O[C@H:96]2[C@H:101](OC)[C@@H:100](OC)[C@H:99]([O:106][CH3:107])O[C@@H:97]2[CH2:108][O:109]C)[C@H:97](OC)[C@@H:96](OC)[C@@H:101]1OC, predict the reaction product.